From a dataset of Forward reaction prediction with 1.9M reactions from USPTO patents (1976-2016). Predict the product of the given reaction. (1) Given the reactants [CH3:1][C:2]1([N:8]2[CH2:13][CH2:12][CH:11]([N:14]3[C@@H:23]4[C@H:18]([CH2:19][CH2:20][CH2:21][CH2:22]4)[CH2:17][NH:16][C:15]3=[O:24])[CH2:10][CH2:9]2)[CH2:7][CH2:6][NH:5][CH2:4][CH2:3]1.C(N(CC)CC)C.Cl[C:33]([O:35][CH:36]([CH3:38])[CH3:37])=[O:34], predict the reaction product. The product is: [O:24]=[C:15]1[NH:16][CH2:17][C@@H:18]2[C@H:23]([CH2:22][CH2:21][CH2:20][CH2:19]2)[N:14]1[CH:11]1[CH2:12][CH2:13][N:8]([C:2]2([CH3:1])[CH2:7][CH2:6][N:5]([C:33]([O:35][CH:36]([CH3:38])[CH3:37])=[O:34])[CH2:4][CH2:3]2)[CH2:9][CH2:10]1. (2) Given the reactants [CH3:1][C:2]1[O:6][C:5]([C:7]2[N:12]=[C:11]([NH2:13])[N:10]=[C:9]([NH2:14])[C:8]=2[NH2:15])=[CH:4][CH:3]=1.[N:16](OCCC(C)C)=O, predict the reaction product. The product is: [CH3:1][C:2]1[O:6][C:5]([C:7]2[C:8]3[NH:15][N:16]=[N:14][C:9]=3[N:10]=[C:11]([NH2:13])[N:12]=2)=[CH:4][CH:3]=1.